Task: Predict the reactants needed to synthesize the given product.. Dataset: Full USPTO retrosynthesis dataset with 1.9M reactions from patents (1976-2016) (1) Given the product [CH3:21][C:19]1[CH:20]=[C:16]([C:14]([N:11]2[CH2:12][CH2:13][N:8]([C:4]3[C:3]4[C:34](=[CH:35][CH:36]=[CH:7][CH:2]=4)[N:28]=[CH:6][CH:5]=3)[CH2:9][CH2:10]2)=[O:15])[N:17]([C:22]2[CH:27]=[CH:26][CH:25]=[CH:24][CH:23]=2)[N:18]=1, predict the reactants needed to synthesize it. The reactants are: Cl[C:2]1[CH:3]=[C:4]([N:8]2[CH2:13][CH2:12][N:11]([C:14]([C:16]3[N:17]([C:22]4[CH:27]=[CH:26][CH:25]=[CH:24][CH:23]=4)[N:18]=[C:19]([CH3:21])[CH:20]=3)=[O:15])[CH2:10][CH2:9]2)[CH:5]=[CH:6][CH:7]=1.[N:28]1([C:34]2C3C(=CC=CC=3)N=[CH:36][CH:35]=2)CCNCC1. (2) Given the product [CH3:21][O:20][N:19]([CH3:18])[C:7](=[O:8])[C:6]1[CH:10]=[CH:11][C:12]([C:14]([F:17])([F:16])[F:15])=[CH:13][C:5]=1[NH:4][CH2:1][CH2:2][CH3:3], predict the reactants needed to synthesize it. The reactants are: [CH2:1]([NH:4][C:5]1[CH:13]=[C:12]([C:14]([F:17])([F:16])[F:15])[CH:11]=[CH:10][C:6]=1[C:7](O)=[O:8])[CH2:2][CH3:3].[CH3:18][NH:19][O:20][CH3:21].CN1CCOCC1.C[N+]1(C2N=C(OC)N=C(OC)N=2)CCOCC1.[Cl-].